This data is from Catalyst prediction with 721,799 reactions and 888 catalyst types from USPTO. The task is: Predict which catalyst facilitates the given reaction. (1) Reactant: [NH2:1][C:2]1([C:8]([O:10][CH2:11][C:12]2[CH:17]=[CH:16][CH:15]=[CH:14][CH:13]=2)=[O:9])[CH2:7][CH2:6][CH2:5][CH2:4][CH2:3]1.[C:18](OC(OC(C)(C)C)=O)(OC(C)(C)C)=[O:19].C(N(CC)CC)C.[S:40]1[CH2:44][CH2:43][NH:42][CH2:41]1. Product: [CH2:11]([O:10][C:8]([C:2]1([NH:1][C:18]([N:42]2[CH2:43][CH2:44][S:40][CH2:41]2)=[O:19])[CH2:7][CH2:6][CH2:5][CH2:4][CH2:3]1)=[O:9])[C:12]1[CH:13]=[CH:14][CH:15]=[CH:16][CH:17]=1. The catalyst class is: 119. (2) Reactant: [NH2:1][CH2:2][CH2:3][O:4][CH2:5][CH2:6][O:7][CH2:8][CH2:9][O:10][CH2:11][CH2:12][OH:13].C(N(CC)CC)C.[F:21][C:22]([F:33])([F:32])[C:23](O[C:23](=[O:24])[C:22]([F:33])([F:32])[F:21])=[O:24]. Product: [F:21][C:22]([F:33])([F:32])[C:23]([NH:1][CH2:2][CH2:3][O:4][CH2:5][CH2:6][O:7][CH2:8][CH2:9][O:10][CH2:11][CH2:12][OH:13])=[O:24]. The catalyst class is: 5. (3) Reactant: [Br:1][C:2]1[S:6][C:5]([CH2:7][NH2:8])=[N:4][N:3]=1.C([O-])([O-])=O.[K+].[K+].[C:15](O[C:15]([O:17][C:18]([CH3:21])([CH3:20])[CH3:19])=[O:16])([O:17][C:18]([CH3:21])([CH3:20])[CH3:19])=[O:16]. Product: [Br:1][C:2]1[S:6][C:5]([CH2:7][NH:8][C:15](=[O:16])[O:17][C:18]([CH3:21])([CH3:20])[CH3:19])=[N:4][N:3]=1. The catalyst class is: 12. (4) Reactant: [NH2:1][C:2]1[N:7]=[C:6]([C:8]2[O:9][CH:10]=[CH:11][CH:12]=2)[C:5]([C:13]#[N:14])=[C:4]([S:15]([CH3:18])(=O)=O)[N:3]=1.[CH2:19](S)[CH2:20][CH2:21]C.C1CCN2C(=NCCC2)CC1. Product: [NH2:1][C:2]1[N:3]=[C:4]([S:15][CH2:18][CH2:19][CH2:20][CH3:21])[C:5]([C:13]#[N:14])=[C:6]([C:8]2[O:9][CH:10]=[CH:11][CH:12]=2)[N:7]=1. The catalyst class is: 57. (5) Reactant: [Cl:1][C:2]1[C:3]([NH:19][C:20]2[CH:24]=[C:23]([O:25][CH:26]([CH3:28])[CH3:27])[NH:22][N:21]=2)=[N:4][C:5]([NH:9][C@H:10]([C:12]2[CH:17]=[CH:16][C:15]([F:18])=[CH:14][N:13]=2)[CH3:11])=[N:6][C:7]=1Cl.[OH-].[NH4+:30]. Product: [Cl:1][C:2]1[C:3]([NH:19][C:20]2[CH:24]=[C:23]([O:25][CH:26]([CH3:28])[CH3:27])[NH:22][N:21]=2)=[N:4][C:5]([NH:9][C@H:10]([C:12]2[CH:17]=[CH:16][C:15]([F:18])=[CH:14][N:13]=2)[CH3:11])=[N:6][C:7]=1[NH2:30]. The catalyst class is: 51. (6) Reactant: [O-:1]Cl=O.[Na+].[F:5][C:6]([F:51])([F:50])[C:7]1[CH:8]=[C:9]([CH:43]=[C:44]([C:46]([F:49])([F:48])[F:47])[CH:45]=1)[CH2:10][N:11]([CH2:18][C:19]1[C:20]([N:29]2[CH2:33][CH2:32][CH2:31][C@@H:30]2[C@H:34]2[CH2:39][CH2:38][C@H:37]([CH2:40][CH:41]=[O:42])[CH2:36][CH2:35]2)=[N:21][CH:22]=[C:23]([C:25]([F:28])([F:27])[F:26])[CH:24]=1)[C:12]1[N:13]=[N:14][N:15]([CH3:17])[N:16]=1.CC(=CC)C. Product: [F:49][C:46]([F:47])([F:48])[C:44]1[CH:43]=[C:9]([CH:8]=[C:7]([C:6]([F:5])([F:50])[F:51])[CH:45]=1)[CH2:10][N:11]([CH2:18][C:19]1[C:20]([N:29]2[CH2:33][CH2:32][CH2:31][C@@H:30]2[C@H:34]2[CH2:35][CH2:36][C@H:37]([CH2:40][C:41]([OH:1])=[O:42])[CH2:38][CH2:39]2)=[N:21][CH:22]=[C:23]([C:25]([F:26])([F:27])[F:28])[CH:24]=1)[C:12]1[N:13]=[N:14][N:15]([CH3:17])[N:16]=1. The catalyst class is: 218. (7) Reactant: Br[C:2]1[N:6]2[CH:7]=[CH:8][CH:9]=[N:10][C:5]2=[N:4][C:3]=1[C:11]1[CH:18]=[CH:17][C:14]([CH:15]=[O:16])=[CH:13][CH:12]=1.C([Sn](CCCC)(CCCC)[C:24]1[S:25][CH:26]=[CH:27][N:28]=1)CCC.O. Product: [S:25]1[CH:26]=[CH:27][N:28]=[C:24]1[C:2]1[N:6]2[CH:7]=[CH:8][CH:9]=[N:10][C:5]2=[N:4][C:3]=1[C:11]1[CH:18]=[CH:17][C:14]([CH:15]=[O:16])=[CH:13][CH:12]=1. The catalyst class is: 12.